Dataset: Forward reaction prediction with 1.9M reactions from USPTO patents (1976-2016). Task: Predict the product of the given reaction. (1) Given the reactants [F:1][C:2]1[C:10]([O:11][CH3:12])=[C:9]([F:13])[C:8]([F:14])=[CH:7][C:3]=1[C:4](O)=[O:5].S(Cl)([Cl:17])=O, predict the reaction product. The product is: [F:1][C:2]1[C:10]([O:11][CH3:12])=[C:9]([F:13])[C:8]([F:14])=[CH:7][C:3]=1[C:4]([Cl:17])=[O:5]. (2) Given the reactants [CH2:1]([O:8][C:9]1[CH:13]=[C:12]([C:14]([OH:16])=[O:15])[N:11]([C:17]2[CH:22]=[CH:21][CH:20]=[CH:19][CH:18]=2)[N:10]=1)[C:2]1[CH:7]=[CH:6][CH:5]=[CH:4][CH:3]=1.CI.[C:25](=O)([O-])[O-].[K+].[K+].Cl, predict the reaction product. The product is: [CH2:1]([O:8][C:9]1[CH:13]=[C:12]([C:14]([O:16][CH3:25])=[O:15])[N:11]([C:17]2[CH:22]=[CH:21][CH:20]=[CH:19][CH:18]=2)[N:10]=1)[C:2]1[CH:3]=[CH:4][CH:5]=[CH:6][CH:7]=1. (3) Given the reactants [C:1]([C:5]1[CH:6]=[C:7]2[C:12](=[C:13]([F:15])[CH:14]=1)[C:11](=[O:16])[N:10]([C:17]1[CH:27]=[CH:26][CH:25]=[C:24]([C:28]3[CH:29]=[C:30]([NH:37][C:38]4[CH:43]=[CH:42][C:41]([C:44]([N:46]5[CH2:51][CH2:50][O:49][CH2:48][CH2:47]5)=[O:45])=[CH:40][CH:39]=4)[C:31]4[N:32]([CH:34]=[CH:35][N:36]=4)[CH:33]=3)[C:18]=1[CH2:19][O:20]C(=O)C)[N:9]=[CH:8]2)([CH3:4])([CH3:3])[CH3:2].C([O-])([O-])=O.[K+].[K+].O, predict the reaction product. The product is: [C:1]([C:5]1[CH:6]=[C:7]2[C:12](=[C:13]([F:15])[CH:14]=1)[C:11](=[O:16])[N:10]([C:17]1[CH:27]=[CH:26][CH:25]=[C:24]([C:28]3[CH:29]=[C:30]([NH:37][C:38]4[CH:39]=[CH:40][C:41]([C:44]([N:46]5[CH2:47][CH2:48][O:49][CH2:50][CH2:51]5)=[O:45])=[CH:42][CH:43]=4)[C:31]4[N:32]([CH:34]=[CH:35][N:36]=4)[CH:33]=3)[C:18]=1[CH2:19][OH:20])[N:9]=[CH:8]2)([CH3:4])([CH3:2])[CH3:3]. (4) Given the reactants Br[C:2]1[CH:25]=[CH:24][C:5]2[C:6]3[N:7]=[C:8]([N:14]4[C:18]([CH3:19])=[N:17][N:16]([CH:20]([CH3:22])[CH3:21])[C:15]4=[O:23])[S:9][C:10]=3[CH2:11][CH2:12][O:13][C:4]=2[CH:3]=1.IC1C=CC2C3N=C(N4C(C)=NN(C(C)C)C4=O)SC=3CCOC=2C=1.[CH3:51][C:52]([OH:69])([CH3:68])[CH2:53][N:54]1[CH:58]=[C:57](B2OC(C)(C)C(C)(C)O2)[CH:56]=[N:55]1, predict the reaction product. The product is: [OH:69][C:52]([CH3:68])([CH3:51])[CH2:53][N:54]1[CH:58]=[C:57]([C:2]2[CH:25]=[CH:24][C:5]3[C:6]4[N:7]=[C:8]([N:14]5[C:18]([CH3:19])=[N:17][N:16]([CH:20]([CH3:22])[CH3:21])[C:15]5=[O:23])[S:9][C:10]=4[CH2:11][CH2:12][O:13][C:4]=3[CH:3]=2)[CH:56]=[N:55]1. (5) Given the reactants [C:1]([C:5]1[CH:6]=[CH:7][C:8]([CH2:12]O)=[C:9]([OH:11])[CH:10]=1)([CH3:4])([CH3:3])[CH3:2], predict the reaction product. The product is: [C:1]([C:5]1[CH:6]=[CH:7][C:8]([CH3:12])=[C:9]([OH:11])[CH:10]=1)([CH3:4])([CH3:3])[CH3:2]. (6) Given the reactants [C:1]([N:20]1[CH:24]=[C:23]([CH2:25][CH2:26][C:27]([OH:29])=[O:28])[N:22]=[CH:21]1)([C:14]1[CH:19]=[CH:18][CH:17]=[CH:16][CH:15]=1)([C:8]1[CH:13]=[CH:12][CH:11]=[CH:10][CH:9]=1)[C:2]1[CH:7]=[CH:6][CH:5]=[CH:4][CH:3]=1.O[N:31]1[C:35](=[O:36])[CH2:34][CH2:33][C:32]1=[O:37].C1(N=C=NC2CCCCC2)CCCCC1, predict the reaction product. The product is: [O:37]=[C:32]1[CH2:33][CH2:34][C:35](=[O:36])[N:31]1[O:28][C:27](=[O:29])[CH2:26][CH2:25][C:23]1[N:22]=[CH:21][N:20]([C:1]([C:2]2[CH:7]=[CH:6][CH:5]=[CH:4][CH:3]=2)([C:14]2[CH:19]=[CH:18][CH:17]=[CH:16][CH:15]=2)[C:8]2[CH:13]=[CH:12][CH:11]=[CH:10][CH:9]=2)[CH:24]=1.